This data is from Reaction yield outcomes from USPTO patents with 853,638 reactions. The task is: Predict the reaction yield, written as a fraction of the theoretical maximum amount of product (1.0 means a 100% yield; for example, 0.34 means a 34% yield). (1) The reactants are Br[C:2]1[N:7]=[C:6]([C:8]([O:10][CH3:11])=[O:9])[CH:5]=[CH:4][C:3]=1[F:12].C(N(CC)CC)C.[CH:20]#[C:21][CH2:22][CH3:23]. The catalyst is [Cu](I)I.O1CCOCC1. The product is [C:20]([C:2]1[N:7]=[C:6]([C:8]([O:10][CH3:11])=[O:9])[CH:5]=[CH:4][C:3]=1[F:12])#[C:21][CH2:22][CH3:23]. The yield is 0.990. (2) The catalyst is C(Cl)(Cl)Cl. The product is [Cl:1][C:11]1[CH:12]=[C:13]([CH:16]=[CH:17][C:10]=1[OH:9])[CH:14]=[O:15]. The yield is 0.860. The reactants are [Cl:1]N1C(=O)CCC1=O.[OH:9][C:10]1[CH:17]=[CH:16][C:13]([CH:14]=[O:15])=[CH:12][CH:11]=1.